From a dataset of Forward reaction prediction with 1.9M reactions from USPTO patents (1976-2016). Predict the product of the given reaction. Given the reactants [Cl:1][C:2]1[N:7]=[C:6]([O:8][C:9]2[CH:14]=[CH:13][C:12]([N:15]=[C:16]=[O:17])=[CH:11][CH:10]=2)[CH:5]=[CH:4][N:3]=1.[CH3:18][N:19]([CH2:21][C:22]1[CH:27]=[CH:26][C:25]([NH2:28])=[CH:24][C:23]=1[C:29]([F:32])([F:31])[F:30])[CH3:20], predict the reaction product. The product is: [Cl:1][C:2]1[N:7]=[C:6]([O:8][C:9]2[CH:10]=[CH:11][C:12]([NH:15][C:16]([NH:28][C:25]3[CH:26]=[CH:27][C:22]([CH2:21][N:19]([CH3:18])[CH3:20])=[C:23]([C:29]([F:30])([F:31])[F:32])[CH:24]=3)=[O:17])=[CH:13][CH:14]=2)[CH:5]=[CH:4][N:3]=1.